This data is from Reaction yield outcomes from USPTO patents with 853,638 reactions. The task is: Predict the reaction yield, written as a fraction of the theoretical maximum amount of product (1.0 means a 100% yield; for example, 0.34 means a 34% yield). (1) The reactants are [NH2:1][CH2:2][C@H:3]1[O:7][C:6](=[O:8])[N:5]([C:9]2[CH:10]=[CH:11][C:12]3[S:17][CH2:16][C:15](=[O:18])[NH:14][C:13]=3[CH:19]=2)[CH2:4]1.[CH:20]([C:22]1[CH:31]=[CH:30][C:29]2[C:24](=[CH:25][CH:26]=[CH:27][CH:28]=2)[N:23]=1)=[CH2:21].CC(O)=O. The catalyst is CO. The product is [O:8]=[C:6]1[N:5]([C:9]2[CH:10]=[CH:11][C:12]3[S:17][CH2:16][C:15](=[O:18])[NH:14][C:13]=3[CH:19]=2)[CH2:4][C@@H:3]([CH2:2][NH:1][CH2:21][CH2:20][C:22]2[CH:31]=[CH:30][C:29]3[C:24](=[CH:25][CH:26]=[CH:27][CH:28]=3)[N:23]=2)[O:7]1. The yield is 0.110. (2) The reactants are [CH2:1]([O:8][C:9]1[C:14](=[O:15])[N:13]([CH3:16])[C:12]([CH:17]2[CH2:21][CH2:20][CH2:19][CH2:18]2)=[N:11][C:10]=1[C:22](O)=[O:23])[C:2]1[CH:7]=[CH:6][CH:5]=[CH:4][CH:3]=1.C(Cl)(=O)C(Cl)=O.[F:31][C:32]1[CH:37]=[CH:36][C:35]([CH2:38][C:39](=[NH:42])[NH:40]O)=[CH:34][CH:33]=1.CCN(C(C)C)C(C)C. The catalyst is C(Cl)Cl.O1CCOCC1.CN(C=O)C. The product is [CH2:1]([O:8][C:9]1[C:14](=[O:15])[N:13]([CH3:16])[C:12]([CH:17]2[CH2:18][CH2:19][CH2:20][CH2:21]2)=[N:11][C:10]=1[C:22]1[O:23][N:42]=[C:39]([CH2:38][C:35]2[CH:36]=[CH:37][C:32]([F:31])=[CH:33][CH:34]=2)[N:40]=1)[C:2]1[CH:7]=[CH:6][CH:5]=[CH:4][CH:3]=1. The yield is 0.630. (3) The reactants are [CH3:1][O:2][CH2:3][C:4]#[N:5].[ClH:6].[CH2:7]([OH:9])[CH3:8]. No catalyst specified. The product is [ClH:6].[CH3:1][O:2][CH2:3][C:4](=[NH:5])[O:9][CH2:7][CH3:8]. The yield is 0.440. (4) The reactants are [F:1][C:2]1([F:34])[CH2:5][CH:4]([CH2:6][NH:7][C:8]2[CH:13]=[CH:12][C:11]([C:14]([N:16]3[CH2:21][CH2:20][C@:19]4([C:25]5[CH:30]=[CH:29][CH:28]=[C:27]([F:31])[CH:26]=5)[O:22][CH2:23][O:24][C@@H:18]4[CH2:17]3)=[O:15])=[CH:10][C:9]=2[O:32][CH3:33])[CH2:3]1.[C:35]([O-])([O-])=O.[K+].[K+].N[C@H](C(O)=O)CCSC. The catalyst is CN(C=O)C.O. The product is [F:31][C:27]1[CH:26]=[C:25]([C@@:19]23[O:22][CH2:23][O:24][C@@H:18]2[CH2:17][N:16]([C:14]([C:11]2[CH:12]=[CH:13][C:8]([N:7]([CH2:6][CH:4]4[CH2:5][C:2]([F:1])([F:34])[CH2:3]4)[CH3:35])=[C:9]([O:32][CH3:33])[CH:10]=2)=[O:15])[CH2:21][CH2:20]3)[CH:30]=[CH:29][CH:28]=1. The yield is 0.300. (5) The reactants are [Cl:1][C:2]1[C:10]([N+:11]([O-:13])=[O:12])=[CH:9][CH:8]=[CH:7][C:3]=1[C:4]([OH:6])=[O:5].S(=O)(=O)(O)O.[CH3:19]O. The catalyst is C(OCC)(=O)C. The product is [Cl:1][C:2]1[C:10]([N+:11]([O-:13])=[O:12])=[CH:9][CH:8]=[CH:7][C:3]=1[C:4]([O:6][CH3:19])=[O:5]. The yield is 0.930. (6) The reactants are [N:1]([C@@H:4]([C@H:6]1[CH2:10][O:9][C:8](=[O:11])[N:7]1[C:12]1[CH:17]=[CH:16][N:15]=[C:14]([NH:18][C@H:19]([C:21]2[S:25][C:24]([C:26]3[CH:31]=[CH:30][C:29]([Cl:32])=[CH:28][CH:27]=3)=[N:23][CH:22]=2)[CH3:20])[N:13]=1)[CH3:5])=[N+]=[N-].CP(C)C.C(O)(C(F)(F)F)=O. The product is [NH2:1][C@@H:4]([C@H:6]1[CH2:10][O:9][C:8](=[O:11])[N:7]1[C:12]1[CH:17]=[CH:16][N:15]=[C:14]([NH:18][C@H:19]([C:21]2[S:25][C:24]([C:26]3[CH:27]=[CH:28][C:29]([Cl:32])=[CH:30][CH:31]=3)=[N:23][CH:22]=2)[CH3:20])[N:13]=1)[CH3:5]. The yield is 0.150. The catalyst is C1COCC1. (7) The reactants are C([O:8][N:9]([CH2:12][CH2:13][CH2:14][CH2:15][CH2:16][CH2:17][N:18]1[C:24](=[O:25])[C:23]2[CH:26]=[CH:27][CH:28]=[CH:29][C:22]=2[O:21][C:20]2[CH:30]=[CH:31][CH:32]=[CH:33][C:19]1=2)[CH:10]=[O:11])C1C=CC=CC=1.[H][H]. The catalyst is CO.[Pd]. The product is [OH:8][N:9]([CH2:12][CH2:13][CH2:14][CH2:15][CH2:16][CH2:17][N:18]1[C:24](=[O:25])[C:23]2[CH:26]=[CH:27][CH:28]=[CH:29][C:22]=2[O:21][C:20]2[CH:30]=[CH:31][CH:32]=[CH:33][C:19]1=2)[CH:10]=[O:11]. The yield is 0.0600. (8) The reactants are Cl[C:2]1[C:3]2[N:10]([CH3:11])[CH:9]=[CH:8][C:4]=2[N:5]=[CH:6][N:7]=1.[OH:12][C:13]1[CH:18]=[CH:17][C:16]([CH2:19][C:20]([O:22][CH2:23][CH3:24])=[O:21])=[CH:15][CH:14]=1.C(=O)([O-])[O-].[K+].[K+].CN1CCCC1=O. The catalyst is O. The product is [CH3:11][N:10]1[C:3]2[C:2]([O:12][C:13]3[CH:14]=[CH:15][C:16]([CH2:19][C:20]([O:22][CH2:23][CH3:24])=[O:21])=[CH:17][CH:18]=3)=[N:7][CH:6]=[N:5][C:4]=2[CH:8]=[CH:9]1. The yield is 0.880.